Predict the reactants needed to synthesize the given product. From a dataset of Full USPTO retrosynthesis dataset with 1.9M reactions from patents (1976-2016). (1) Given the product [CH2:14]([N:16]1[C:24]2[C:19](=[CH:20][C:21]([C:25]3[NH:13][C:12]4[N:11]([N:10]=[CH:9][C:8]=4[C:6]4[O:7][C:3]([CH2:1][CH3:2])=[CH:4][N:5]=4)[C:27](=[O:28])[CH:26]=3)=[CH:22][CH:23]=2)[CH:18]=[N:17]1)[CH3:15], predict the reactants needed to synthesize it. The reactants are: [CH2:1]([C:3]1[O:7][C:6]([C:8]2[CH:9]=[N:10][NH:11][C:12]=2[NH2:13])=[N:5][CH:4]=1)[CH3:2].[CH2:14]([N:16]1[C:24]2[C:19](=[CH:20][C:21]([C:25](=O)[CH2:26][C:27](OCC)=[O:28])=[CH:22][CH:23]=2)[CH:18]=[N:17]1)[CH3:15].CC1C=CC(S(O)(=O)=O)=CC=1. (2) Given the product [NH2:14][C:11]1[CH:10]=[CH:9][C:8]([C:3]2[C:2]([CH3:1])([CH3:17])[C:6](=[O:7])[NH:5][N:4]=2)=[CH:13][CH:12]=1, predict the reactants needed to synthesize it. The reactants are: [CH3:1][C:2]1([CH3:17])[C:6](=[O:7])[NH:5][N:4]=[C:3]1[C:8]1[CH:13]=[CH:12][C:11]([N+:14]([O-])=O)=[CH:10][CH:9]=1. (3) Given the product [C:1]([O:5][C:6](=[O:28])[NH:7][CH2:8][C:9]1[CH:14]=[C:13]([O:15][C:16]2[CH:24]=[CH:23][C:19]3[O:20][CH2:21][O:22][C:18]=3[CH:17]=2)[CH:12]=[CH:11][C:10]=1[NH2:25])([CH3:4])([CH3:2])[CH3:3], predict the reactants needed to synthesize it. The reactants are: [C:1]([O:5][C:6](=[O:28])[NH:7][CH2:8][C:9]1[CH:14]=[C:13]([O:15][C:16]2[CH:24]=[CH:23][C:19]3[O:20][CH2:21][O:22][C:18]=3[CH:17]=2)[CH:12]=[CH:11][C:10]=1[N+:25]([O-])=O)([CH3:4])([CH3:3])[CH3:2].[Cl-].[NH4+].C(O)C. (4) Given the product [CH2:1]([O:3][C:4]([C:6]1[O:10][C:9]([CH2:11][O:12][C:13]2[CH:18]=[CH:17][CH:16]=[CH:15][CH:14]=2)=[N:8][C:7]=1[CH2:19][CH:20]([NH2:22])[CH3:21])=[O:5])[CH3:2], predict the reactants needed to synthesize it. The reactants are: [CH2:1]([O:3][C:4]([C:6]1[O:10][C:9]([CH2:11][O:12][C:13]2[CH:18]=[CH:17][CH:16]=[CH:15][CH:14]=2)=[N:8][C:7]=1[CH2:19][CH:20]([NH:22]C(OCC1C=CC=CC=1)=O)[CH3:21])=[O:5])[CH3:2]. (5) Given the product [CH3:1][N:2]1[CH:7]=[C:6]([C:8]2[CH:13]=[C:12]([CH2:14][S:15]([CH3:18])(=[O:16])=[O:17])[CH:11]=[CH:10][C:9]=2[NH:19][C:20]2[CH:25]=[CH:24][N:23]=[CH:22][N:21]=2)[C:5]2[CH:26]=[CH:27][NH:28][C:4]=2[C:3]1=[O:39], predict the reactants needed to synthesize it. The reactants are: [CH3:1][N:2]1[CH:7]=[C:6]([C:8]2[CH:13]=[C:12]([CH2:14][S:15]([CH3:18])(=[O:17])=[O:16])[CH:11]=[CH:10][C:9]=2[NH:19][C:20]2[CH:25]=[CH:24][N:23]=[CH:22][N:21]=2)[C:5]2[CH:26]=[CH:27][N:28](S(C3C=CC(C)=CC=3)(=O)=O)[C:4]=2[C:3]1=[O:39].[F-].C([N+](CCCC)(CCCC)CCCC)CCC. (6) Given the product [F:13][C:8]1[CH:7]=[CH:6][C:5]([C:16]2[CH:17]=[CH:18][S:14][CH:15]=2)=[CH:12][C:9]=1[CH:10]=[O:11], predict the reactants needed to synthesize it. The reactants are: B(O)O.Br[C:5]1[CH:6]=[CH:7][C:8]([F:13])=[C:9]([CH:12]=1)[CH:10]=[O:11].[S:14]1[CH:18]=[CH:17][C:16](B(O)O)=[CH:15]1. (7) The reactants are: [CH2:1]([CH:3]([CH2:30][CH2:31][CH2:32][CH3:33])[CH2:4][N:5]([CH2:24][CH2:25][CH2:26][CH2:27][CH2:28][CH3:29])[C:6]1[CH:11]=[C:10]([N+:12]([O-])=O)[CH:9]=[CH:8][C:7]=1[O:15][CH2:16][CH:17]([CH2:22][CH3:23])[CH2:18][CH2:19][CH2:20][CH3:21])[CH3:2]. Given the product [CH2:1]([CH:3]([CH2:30][CH2:31][CH2:32][CH3:33])[CH2:4][N:5]([CH2:24][CH2:25][CH2:26][CH2:27][CH2:28][CH3:29])[C:6]1[C:7]([O:15][CH2:16][CH:17]([CH2:22][CH3:23])[CH2:18][CH2:19][CH2:20][CH3:21])=[CH:8][CH:9]=[C:10]([NH2:12])[CH:11]=1)[CH3:2], predict the reactants needed to synthesize it. (8) The reactants are: [C:1]([O:5][C:6]([N:8]1[CH2:13][CH2:12][N:11]([CH2:14][CH2:15][C:16]2[CH:25]=[CH:24][C:19]3[C:20](=[O:23])[O:21][CH2:22][C:18]=3[C:17]=2[CH:26]=[CH2:27])[CH2:10][CH2:9]1)=[O:7])([CH3:4])([CH3:3])[CH3:2]. Given the product [C:1]([O:5][C:6]([N:8]1[CH2:9][CH2:10][N:11]([CH2:14][CH2:15][C:16]2[CH:25]=[CH:24][C:19]3[C:20](=[O:23])[O:21][CH2:22][C:18]=3[C:17]=2[CH2:26][CH3:27])[CH2:12][CH2:13]1)=[O:7])([CH3:4])([CH3:3])[CH3:2], predict the reactants needed to synthesize it. (9) The reactants are: [F:1][C:2]1[CH:7]=[CH:6][C:5]([N+:8]([O-:10])=[O:9])=[CH:4][C:3]=1[C:11](=O)[CH2:12][CH3:13].[C:15]([S@:19]([NH2:21])=[O:20])([CH3:18])([CH3:17])[CH3:16]. Given the product [F:1][C:2]1[CH:7]=[CH:6][C:5]([N+:8]([O-:10])=[O:9])=[CH:4][C:3]=1/[C:11](=[N:21]/[S@@:19]([C:15]([CH3:18])([CH3:17])[CH3:16])=[O:20])/[CH2:12][CH3:13], predict the reactants needed to synthesize it.